Dataset: Merck oncology drug combination screen with 23,052 pairs across 39 cell lines. Task: Regression. Given two drug SMILES strings and cell line genomic features, predict the synergy score measuring deviation from expected non-interaction effect. (1) Drug 1: C=CCn1c(=O)c2cnc(Nc3ccc(N4CCN(C)CC4)cc3)nc2n1-c1cccc(C(C)(C)O)n1. Drug 2: Cn1cc(-c2cnn3c(N)c(Br)c(C4CCCNC4)nc23)cn1. Cell line: NCIH2122. Synergy scores: synergy=30.9. (2) Drug 1: O=c1[nH]cc(F)c(=O)[nH]1. Drug 2: O=C(CCCCCCC(=O)Nc1ccccc1)NO. Cell line: ES2. Synergy scores: synergy=-1.69. (3) Drug 1: CN(C)C(=N)N=C(N)N. Drug 2: N#Cc1ccc(Cn2cncc2CN2CCN(c3cccc(Cl)c3)C(=O)C2)cc1. Cell line: OCUBM. Synergy scores: synergy=3.62.